Dataset: Catalyst prediction with 721,799 reactions and 888 catalyst types from USPTO. Task: Predict which catalyst facilitates the given reaction. (1) Reactant: C[Si](C)(C)N[Si](C)(C)C.[CH2:10]([Li])CCC.[CH3:15][N:16]1[C:21](=[O:22])[CH:20]=[CH:19][C:18]([N:23]2[C:31]3[C:26](=[CH:27][CH:28]=[CH:29][CH:30]=3)[CH2:25][C@H:24]2[C:32]([O:34][CH3:35])=[O:33])=[N:17]1.CI.Cl. Product: [CH3:15][N:16]1[C:21](=[O:22])[CH:20]=[CH:19][C:18]([N:23]2[C:31]3[C:26](=[CH:27][CH:28]=[CH:29][CH:30]=3)[CH2:25][C:24]2([CH3:10])[C:32]([O:34][CH3:35])=[O:33])=[N:17]1. The catalyst class is: 188. (2) Reactant: [C:1]([O:5][C:6](=[O:21])[NH:7][CH2:8][C:9]1[S:10][C:11]([C:14]2[CH:19]=[CH:18][C:17]([OH:20])=[CH:16][CH:15]=2)=[N:12][N:13]=1)([CH3:4])([CH3:3])[CH3:2].C(=O)([O-])[O-].[K+].[K+].[F:28][C:29]1[CH:30]=[C:31]([CH:34]=[CH:35][CH:36]=1)[CH2:32]Br. Product: [C:1]([O:5][C:6](=[O:21])[NH:7][CH2:8][C:9]1[S:10][C:11]([C:14]2[CH:15]=[CH:16][C:17]([O:20][CH2:32][C:31]3[CH:34]=[CH:35][CH:36]=[C:29]([F:28])[CH:30]=3)=[CH:18][CH:19]=2)=[N:12][N:13]=1)([CH3:4])([CH3:2])[CH3:3]. The catalyst class is: 9. (3) Reactant: [C:1]([N:8]1[CH:12]=[CH:11]N=C1)([N:3]1[CH:7]=[CH:6]N=C1)=[O:2].N[CH2:14][C:15]1[CH:16]=[N:17][CH:18]=CC=1.[NH:21]1[C:29]2[C:24](=[CH:25][CH:26]=[CH:27][CH:28]=2)[C:23]([CH2:30][CH2:31][CH2:32][CH2:33]CCN)=[CH:22]1. Product: [NH:21]1[C:29]2[C:24](=[CH:25][CH:26]=[CH:27][CH:28]=2)[C:23]([CH2:30][CH2:31][CH2:32][CH2:33][CH2:11][CH2:12][NH:8][C:1]([NH:3][CH2:7][C:6]2[CH:18]=[N:17][CH:16]=[CH:15][CH:14]=2)=[O:2])=[CH:22]1. The catalyst class is: 1. (4) Reactant: [Cl:1][C:2]1[CH:22]=[CH:21][CH:20]=[CH:19][C:3]=1[C:4]([NH:6][C:7]1[CH:11]=[CH:10][N:9]([C:12]2[CH:17]=[CH:16][CH:15]=[CH:14][C:13]=2[Cl:18])[N:8]=1)=[O:5].[H-].[Na+].I[CH3:26]. Product: [Cl:1][C:2]1[CH:22]=[CH:21][CH:20]=[CH:19][C:3]=1[C:4]([N:6]([C:7]1[CH:11]=[CH:10][N:9]([C:12]2[CH:17]=[CH:16][CH:15]=[CH:14][C:13]=2[Cl:18])[N:8]=1)[CH3:26])=[O:5]. The catalyst class is: 54. (5) Reactant: [Cl:1][C:2]1[CH:7]=[CH:6][C:5]([CH2:8][C:9]([C:11]2[CH:16]=[CH:15][CH:14]=[CH:13][C:12]=2[F:17])=[O:10])=[C:4]([F:18])[CH:3]=1.[Li+].C[Si]([N-][Si](C)(C)C)(C)C.[C:29](#[N:32])[CH:30]=[CH2:31]. Product: [Cl:1][C:2]1[CH:7]=[CH:6][C:5]([CH:8]([C:9]([C:11]2[CH:16]=[CH:15][CH:14]=[CH:13][C:12]=2[F:17])=[O:10])[CH2:31][CH2:30][C:29]#[N:32])=[C:4]([F:18])[CH:3]=1. The catalyst class is: 1. (6) Reactant: [C:1]([O:5][C:6]([NH:8][C@:9]12[CH2:45][CH2:44][C@@H:43]([C:46]([CH3:48])=[CH2:47])[C@@H:10]1[C@@H:11]1[C@@:24]([CH3:27])([CH2:25][CH2:26]2)[C@@:23]2([CH3:28])[C@@H:14]([C@:15]3([CH3:42])[C@@H:20]([CH2:21][CH2:22]2)[C:19]([CH3:30])([CH3:29])[C:18]([C:31]2[CH:40]=[CH:39][C:34]([C:35]([O:37][CH3:38])=[O:36])=[C:33]([F:41])[CH:32]=2)=[CH:17][CH2:16]3)[CH2:13][CH2:12]1)=[O:7])([CH3:4])([CH3:3])[CH3:2].ClC1C=C(C=CC=1)C(OO)=[O:54]. Product: [C:1]([O:5][C:6]([NH:8][C@:9]12[CH2:45][CH2:44][C@@H:43]([C:46]3([CH3:48])[CH2:47][O:54]3)[C@@H:10]1[C@@H:11]1[C@@:24]([CH3:27])([CH2:25][CH2:26]2)[C@@:23]2([CH3:28])[C@@H:14]([C@:15]3([CH3:42])[C@@H:20]([CH2:21][CH2:22]2)[C:19]([CH3:30])([CH3:29])[C:18]([C:31]2[CH:40]=[CH:39][C:34]([C:35]([O:37][CH3:38])=[O:36])=[C:33]([F:41])[CH:32]=2)=[CH:17][CH2:16]3)[CH2:13][CH2:12]1)=[O:7])([CH3:2])([CH3:3])[CH3:4]. The catalyst class is: 4. (7) Reactant: [CH:1]([C@H:4]1[CH2:8][O:7][C:6](=[O:9])[N:5]1[C:10]1[CH:15]=[CH:14][N:13]2[N:16]=[CH:17][C:18]([C:19]3[CH:24]=[CH:23][C:22]([C:25]4[O:29][C:28](=[O:30])[NH:27][N:26]=4)=[CH:21][CH:20]=3)=[C:12]2[N:11]=1)([CH3:3])[CH3:2].[NH2:31][CH2:32][CH2:33][OH:34]. Product: [OH:34][CH2:33][CH2:32][NH:31][C:28]([NH:27][NH:26][C:25](=[O:29])[C:22]1[CH:21]=[CH:20][C:19]([C:18]2[CH:17]=[N:16][N:13]3[CH:14]=[CH:15][C:10]([N:5]4[C@@H:4]([CH:1]([CH3:2])[CH3:3])[CH2:8][O:7][C:6]4=[O:9])=[N:11][C:12]=23)=[CH:24][CH:23]=1)=[O:30]. The catalyst class is: 14. (8) The catalyst class is: 1. Reactant: [CH3:1][C:2]1([C:7]2[CH:12]=[CH:11][C:10]([CH2:13][CH2:14][C:15]#[N:16])=[CH:9][CH:8]=2)[O:6][CH2:5][CH2:4][O:3]1.[H-].[H-].[H-].[H-].[Li+].[Al+3]. Product: [CH3:1][C:2]1([C:7]2[CH:12]=[CH:11][C:10]([CH2:13][CH2:14][CH2:15][NH2:16])=[CH:9][CH:8]=2)[O:3][CH2:4][CH2:5][O:6]1. (9) Reactant: [Li+].[OH-].[O:3]=[C:4]1[N:10]([CH:11]2[CH2:16][CH2:15][N:14]([C:17]([O:19][C@H:20]([CH2:41][C:42]3[CH:47]=[C:46]([Br:48])[C:45]([OH:49])=[C:44]([Br:50])[CH:43]=3)[C:21]([N:23]3[CH2:28][CH2:27][CH:26]([CH:29]4[CH2:34][CH2:33][N:32]([CH2:35][C:36]([O:38]CC)=[O:37])[CH2:31][CH2:30]4)[CH2:25][CH2:24]3)=[O:22])=[O:18])[CH2:13][CH2:12]2)[CH2:9][CH2:8][C:7]2[CH:51]=[CH:52][CH:53]=[CH:54][C:6]=2[NH:5]1.C(O)=O. Product: [O:3]=[C:4]1[N:10]([CH:11]2[CH2:16][CH2:15][N:14]([C:17]([O:19][C@H:20]([CH2:41][C:42]3[CH:47]=[C:46]([Br:48])[C:45]([OH:49])=[C:44]([Br:50])[CH:43]=3)[C:21]([N:23]3[CH2:28][CH2:27][CH:26]([CH:29]4[CH2:30][CH2:31][N:32]([CH2:35][C:36]([OH:38])=[O:37])[CH2:33][CH2:34]4)[CH2:25][CH2:24]3)=[O:22])=[O:18])[CH2:13][CH2:12]2)[CH2:9][CH2:8][C:7]2[CH:51]=[CH:52][CH:53]=[CH:54][C:6]=2[NH:5]1. The catalyst class is: 90.